From a dataset of Forward reaction prediction with 1.9M reactions from USPTO patents (1976-2016). Predict the product of the given reaction. (1) Given the reactants Br[C:2]1[N:7]2[CH:8]=[C:9]([C:11]([O:13][CH2:14][CH3:15])=[O:12])[N:10]=[C:6]2[CH:5]=[CH:4][CH:3]=1.C([O-])(O)=O.[Na+].CO.[C:23]1(B(O)O)[CH:28]=[CH:27][CH:26]=[CH:25][CH:24]=1, predict the reaction product. The product is: [C:23]1([C:2]2[N:7]3[CH:8]=[C:9]([C:11]([O:13][CH2:14][CH3:15])=[O:12])[N:10]=[C:6]3[CH:5]=[CH:4][CH:3]=2)[CH:28]=[CH:27][CH:26]=[CH:25][CH:24]=1. (2) Given the reactants C([O:3][C:4](=[O:16])[CH2:5][CH:6]1[CH2:11][CH2:10][N:9]([CH:12]2[CH2:15][CH2:14][CH2:13]2)[CH2:8][CH2:7]1)C.O1CCCC1.O.[OH-].[Li+].Cl, predict the reaction product. The product is: [CH:12]1([N:9]2[CH2:8][CH2:7][CH:6]([CH2:5][C:4]([OH:16])=[O:3])[CH2:11][CH2:10]2)[CH2:13][CH2:14][CH2:15]1. (3) Given the reactants Cl[C:2](Cl)([O:4]C(=O)OC(Cl)(Cl)Cl)Cl.[Br:13][C:14]1[C:20]([Cl:21])=[CH:19][C:17]([NH2:18])=[C:16]([F:22])[CH:15]=1.CCN(C(C)C)C(C)C.[CH:32]1([C:35]([N:37]2[CH2:41][CH2:40][C@@H:39]([CH2:42][C:43]([NH:45][NH2:46])=[O:44])[CH2:38]2)=[O:36])[CH2:34][CH2:33]1, predict the reaction product. The product is: [Br:13][C:14]1[C:20]([Cl:21])=[CH:19][C:17]([NH:18][C:2]([NH:46][NH:45][C:43](=[O:44])[CH2:42][C@@H:39]2[CH2:40][CH2:41][N:37]([C:35]([CH:32]3[CH2:34][CH2:33]3)=[O:36])[CH2:38]2)=[O:4])=[C:16]([F:22])[CH:15]=1. (4) Given the reactants [CH2:1]([O:8][C:9]1[C:14]([N:15]([CH2:26]/[CH:27]=[CH:28]/[C:29]2[C:34]([CH3:35])=[C:33]([O:36][CH3:37])[C:32]([CH3:38])=[CH:31][N:30]=2)[S:16]([C:19]2[CH:24]=[CH:23][C:22]([CH3:25])=[CH:21][CH:20]=2)(=[O:18])=[O:17])=[C:13](Cl)[N:12]=[C:11]([S:40][CH3:41])[N:10]=1)[C:2]1[CH:7]=[CH:6][CH:5]=[CH:4][CH:3]=1.CC([O-])=O.[K+], predict the reaction product. The product is: [CH2:1]([O:8][C:9]1[C:14]2[N:15]([S:16]([C:19]3[CH:24]=[CH:23][C:22]([CH3:25])=[CH:21][CH:20]=3)(=[O:18])=[O:17])[CH:26]=[C:27]([CH2:28][C:29]3[C:34]([CH3:35])=[C:33]([O:36][CH3:37])[C:32]([CH3:38])=[CH:31][N:30]=3)[C:13]=2[N:12]=[C:11]([S:40][CH3:41])[N:10]=1)[C:2]1[CH:7]=[CH:6][CH:5]=[CH:4][CH:3]=1.